From a dataset of Full USPTO retrosynthesis dataset with 1.9M reactions from patents (1976-2016). Predict the reactants needed to synthesize the given product. (1) Given the product [ClH:51].[ClH:51].[NH2:20][C@@H:21]([CH3:30])[CH2:22][CH2:23][NH:24][CH2:25][CH2:26][CH:27]([CH3:29])[CH3:28].[F:1][C:2]1[CH:7]=[C:6]([F:8])[CH:5]=[CH:4][C:3]=1[CH2:9][NH:10][C:11]([C:13]1[C:14](=[O:35])[C:15]([OH:34])=[C:16]2[C:31](=[O:32])[N:20]3[C@@H:21]([CH3:30])[CH2:22][CH2:23][N:24]([CH2:25][CH2:26][CH:27]([CH3:28])[CH3:29])[C@@H:19]3[CH2:18][N:17]2[CH:33]=1)=[O:12].[F:1][C:2]1[CH:7]=[C:6]([F:8])[CH:5]=[CH:4][C:3]=1[CH2:9][NH:10][C:11]([C:13]1[C:14](=[O:35])[C:15]([O:34][CH2:45][C:43]2[CH:42]=[CH:41][CH:48]=[CH:47][CH:44]=2)=[C:16]2[C:31](=[O:32])[N:20]3[C@@H:21]([CH3:30])[CH2:22][CH2:23][N:24]([CH2:25][CH2:26][CH:27]([CH3:28])[CH3:29])[C@@H:19]3[CH2:18][N:17]2[CH:33]=1)=[O:12], predict the reactants needed to synthesize it. The reactants are: [F:1][C:2]1[CH:7]=[C:6]([F:8])[CH:5]=[CH:4][C:3]=1[CH2:9][NH:10][C:11]([C:13]1[C:14](=[O:35])[C:15]([OH:34])=[C:16]2[C:31](=[O:32])[N:20]3[C@@H:21]([CH3:30])[CH2:22][CH2:23][N:24]([CH2:25][CH2:26][CH:27]([CH3:29])[CH3:28])[C@@H:19]3[CH2:18][N:17]2[CH:33]=1)=[O:12].N[C@@H](C)CCN[CH2:41][CH2:42][CH:43]([CH3:45])[CH3:44].[C:47](O)(=O)[CH3:48].[Cl:51]CCl. (2) Given the product [ClH:25].[Cl:25][C:24]1[CH:23]=[C:22]2[C:17]([CH:18]=[CH:19][N:20]=[CH:21]2)=[CH:16][C:15]=1[S:14][CH:11]1[CH2:12][CH2:13][NH:8][CH2:9][CH2:10]1, predict the reactants needed to synthesize it. The reactants are: C(OC([N:8]1[CH2:13][CH2:12][CH:11]([S:14][C:15]2[CH:16]=[C:17]3[C:22](=[CH:23][C:24]=2[Cl:25])[CH:21]=[N:20][CH:19]=[CH:18]3)[CH2:10][CH2:9]1)=O)(C)(C)C.Cl. (3) The reactants are: Cl[C:2]1[N:7]2[N:8]=[C:9]([C:22]3[CH:27]=[CH:26][C:25]([F:28])=[CH:24][CH:23]=3)[C:10]([C:11]3[CH:16]=[CH:15][N:14]=[C:13]([N:17]4[CH2:21][CH2:20][CH2:19][CH2:18]4)[N:12]=3)=[C:6]2[CH:5]=[CH:4][C:3]=1[C:29]([F:32])([F:31])[F:30].C1(P(C2C=CC=CC=2)C2C=CC3C(=CC=CC=3)C=2C2C3C(=CC=CC=3)C=CC=2P(C2C=CC=CC=2)C2C=CC=CC=2)C=CC=CC=1.C(=O)([O-])[O-].[Cs+].[Cs+].[CH:85]1([NH2:90])[CH2:89][CH2:88][CH2:87][CH2:86]1. Given the product [CH:85]1([NH:90][C:2]2[N:7]3[N:8]=[C:9]([C:22]4[CH:27]=[CH:26][C:25]([F:28])=[CH:24][CH:23]=4)[C:10]([C:11]4[CH:16]=[CH:15][N:14]=[C:13]([N:17]5[CH2:21][CH2:20][CH2:19][CH2:18]5)[N:12]=4)=[C:6]3[CH:5]=[CH:4][C:3]=2[C:29]([F:32])([F:31])[F:30])[CH2:89][CH2:88][CH2:87][CH2:86]1, predict the reactants needed to synthesize it. (4) Given the product [Cl:20][C:15]1[CH:14]=[C:13](/[CH:12]=[CH:11]/[C:10]([N:7]2[CH2:6][CH2:5][CH:4]([CH2:3][CH2:2][NH:1][C:28]([C:25]3[O:24][C:23](=[O:22])[NH:27][CH:26]=3)=[O:29])[CH2:9][CH2:8]2)=[O:21])[CH:18]=[C:17]([Cl:19])[CH:16]=1, predict the reactants needed to synthesize it. The reactants are: [NH2:1][CH2:2][CH2:3][CH:4]1[CH2:9][CH2:8][N:7]([C:10](=[O:21])/[CH:11]=[CH:12]/[C:13]2[CH:18]=[C:17]([Cl:19])[CH:16]=[C:15]([Cl:20])[CH:14]=2)[CH2:6][CH2:5]1.[O:22]=[C:23]1[NH:27][CH:26]=[C:25]([C:28](O)=[O:29])[O:24]1.CCN(C(C)C)C(C)C.C(P1(=O)OP(CCC)(=O)OP(CCC)(=O)O1)CC. (5) Given the product [CH:1]1([C:8]([C:10]2[S:14][C:13]([SH:15])=[N:12][CH:11]=2)([OH:9])[C:7]([F:16])([F:6])[F:17])[CH2:3][CH2:2]1, predict the reactants needed to synthesize it. The reactants are: [CH:1]1([Mg]Br)[CH2:3][CH2:2]1.[F:6][C:7]([F:17])([F:16])[C:8]([C:10]1[S:14][C:13]([SH:15])=[N:12][CH:11]=1)=[O:9].[NH4+].[Cl-].